From a dataset of Catalyst prediction with 721,799 reactions and 888 catalyst types from USPTO. Predict which catalyst facilitates the given reaction. (1) The catalyst class is: 11. Product: [OH:4][C:5]1[CH:10]=[CH:9][CH:8]=[CH:7][C:6]=1[C:11]([NH:25][C:24]([CH3:26])([CH3:23])[C:27]([O:29][CH3:14])=[O:28])=[O:12]. Reactant: C([O:4][C:5]1[CH:10]=[CH:9][CH:8]=[CH:7][C:6]=1[C:11](Cl)=[O:12])(=O)C.[CH2:14](N(C(C)C)C(C)C)C.[CH3:23][C:24]([C:27]([OH:29])=[O:28])([CH3:26])[NH2:25]. (2) Reactant: [N+:1]([C:4]1[CH:5]=[C:6]([N:10]2[C:19]3[C:14](=[CH:15][CH:16]=[CH:17][N:18]=3)[CH:13]=[C:12]([CH2:20][CH2:21][CH:22]([CH3:29])[C:23]3[CH:28]=[CH:27][N:26]=[CH:25][CH:24]=3)[C:11]2=[O:30])[CH:7]=[CH:8][CH:9]=1)([O-])=O. Product: [NH2:1][C:4]1[CH:5]=[C:6]([N:10]2[C:19]3[C:14](=[CH:15][CH:16]=[CH:17][N:18]=3)[CH:13]=[C:12]([CH2:20][CH2:21][CH:22]([CH3:29])[C:23]3[CH:24]=[CH:25][N:26]=[CH:27][CH:28]=3)[C:11]2=[O:30])[CH:7]=[CH:8][CH:9]=1. The catalyst class is: 45. (3) Reactant: Br.[NH2:2][C:3]1[S:4][C:5]2[CH2:11][CH2:10][CH2:9][CH:8]([C:12]([O:14][CH2:15][CH3:16])=[O:13])[C:6]=2[N:7]=1.C(N(CC)CC)C.[C:24]([CH2:28][C:29](Cl)=[O:30])([CH3:27])([CH3:26])[CH3:25]. Product: [CH3:25][C:24]([CH3:27])([CH3:26])[CH2:28][C:29]([NH:2][C:3]1[S:4][C:5]2[CH2:11][CH2:10][CH2:9][CH:8]([C:12]([O:14][CH2:15][CH3:16])=[O:13])[C:6]=2[N:7]=1)=[O:30]. The catalyst class is: 10. (4) Reactant: [Br:1][C:2]1[CH:7]=[C:6]([N+:8]([O-:10])=[O:9])[C:5]([NH:11][CH:12]=[O:13])=[C:4]([F:14])[CH:3]=1.[H-].[Na+].Cl[CH2:18][C:19]1[CH:29]=[CH:28][C:22]2[N:23]=[C:24]([S:26][CH3:27])[S:25][C:21]=2[CH:20]=1. Product: [Br:1][C:2]1[CH:7]=[C:6]([N+:8]([O-:10])=[O:9])[C:5]([N:11]([CH2:18][C:19]2[CH:29]=[CH:28][C:22]3[N:23]=[C:24]([S:26][CH3:27])[S:25][C:21]=3[CH:20]=2)[CH:12]=[O:13])=[C:4]([F:14])[CH:3]=1. The catalyst class is: 3. (5) Reactant: C([O:8][C:9]1[CH:10]=[CH:11][C:12]([C:25]2[C:26]([N:45]([CH3:50])[S:46]([CH3:49])(=[O:48])=[O:47])=[CH:27][C:28]3[O:32][C:31]([C:33]4[CH:38]=[CH:37][C:36]([F:39])=[CH:35][CH:34]=4)=[C:30]([C:40]([NH:42][CH3:43])=[O:41])[C:29]=3[CH:44]=2)=[N:13][C:14]=1[C:15]1[NH:24][C:18]2=[CH:19][N:20]=[CH:21][C:22]([F:23])=[C:17]2[CH:16]=1)C1C=CC=CC=1. Product: [F:23][C:22]1[CH:21]=[N:20][CH:19]=[C:18]2[NH:24][C:15]([C:14]3[N:13]=[C:12]([C:25]4[C:26]([N:45]([CH3:50])[S:46]([CH3:49])(=[O:47])=[O:48])=[CH:27][C:28]5[O:32][C:31]([C:33]6[CH:38]=[CH:37][C:36]([F:39])=[CH:35][CH:34]=6)=[C:30]([C:40]([NH:42][CH3:43])=[O:41])[C:29]=5[CH:44]=4)[CH:11]=[CH:10][C:9]=3[OH:8])=[CH:16][C:17]=12. The catalyst class is: 123. (6) Reactant: [NH2:1][C:2]1[N:6]([C:7]2[CH:12]=[CH:11][C:10]([OH:13])=[CH:9][CH:8]=2)[N:5]=[C:4]([C:14]([CH3:17])([CH3:16])[CH3:15])[CH:3]=1.[CH3:18][O:19][CH2:20][CH2:21]O.C1CCN(C(N=NC(N2CCCCC2)=O)=O)CC1.C1(P(C2C=CC=CC=2)C2C=CC=CC=2)C=CC=CC=1. Product: [C:14]([C:4]1[CH:3]=[C:2]([NH2:1])[N:6]([C:7]2[CH:12]=[CH:11][C:10]([O:13][CH2:21][CH2:20][O:19][CH3:18])=[CH:9][CH:8]=2)[N:5]=1)([CH3:17])([CH3:16])[CH3:15]. The catalyst class is: 49.